This data is from Catalyst prediction with 721,799 reactions and 888 catalyst types from USPTO. The task is: Predict which catalyst facilitates the given reaction. The catalyst class is: 3. Reactant: [NH:1]1[CH:5]=[CH:4][CH:3]=[CH:2]1.Cl[C:7]1[N:12]=[C:11]([N:13]2[CH2:18][CH2:17][CH:16]([OH:19])[CH2:15][CH2:14]2)[CH:10]=[C:9]([C:20]2[CH:25]=[CH:24][CH:23]=[CH:22][CH:21]=2)[N:8]=1.[H-].[Na+]. Product: [C:20]1([C:9]2[N:8]=[C:7]([N:1]3[CH:5]=[CH:4][CH:3]=[CH:2]3)[N:12]=[C:11]([N:13]3[CH2:14][CH2:15][CH:16]([OH:19])[CH2:17][CH2:18]3)[CH:10]=2)[CH:21]=[CH:22][CH:23]=[CH:24][CH:25]=1.